Dataset: Reaction yield outcomes from USPTO patents with 853,638 reactions. Task: Predict the reaction yield, written as a fraction of the theoretical maximum amount of product (1.0 means a 100% yield; for example, 0.34 means a 34% yield). (1) The reactants are [F:1][C:2]1([F:26])[C:8]([CH3:10])([CH3:9])[O:7][CH2:6][C:5](=O)[NH:4][C@@:3]1([C:13]1[CH:18]=[C:17]([C:19]2[CH:20]=[N:21][CH:22]=[N:23][CH:24]=2)[CH:16]=[CH:15][C:14]=1[F:25])[CH3:12].COC1C=CC(P2(SP(C3C=CC(OC)=CC=3)(=S)S2)=[S:36])=CC=1.C(=O)([O-])O.[Na+]. The catalyst is O1CCOCC1. The product is [F:1][C:2]1([F:26])[C:8]([CH3:10])([CH3:9])[O:7][CH2:6][C:5](=[S:36])[NH:4][C@@:3]1([C:13]1[CH:18]=[C:17]([C:19]2[CH:20]=[N:21][CH:22]=[N:23][CH:24]=2)[CH:16]=[CH:15][C:14]=1[F:25])[CH3:12]. The yield is 0.890. (2) The reactants are [NH2:1][C:2]1[C:3]([C:9]#[N:10])=[N:4][C:5]([Cl:8])=[CH:6][CH:7]=1.Cl.Cl[C:13]([NH2:15])=[NH:14].CS(C)(=O)=O.[OH-].[Na+]. The catalyst is O. The product is [NH2:15][C:13]1[N:14]=[C:9]([NH2:10])[C:3]2[N:4]=[C:5]([Cl:8])[CH:6]=[CH:7][C:2]=2[N:1]=1. The yield is 0.680. (3) The reactants are Br[C:2]1[CH:9]=[CH:8][C:5]([CH:6]=[O:7])=[CH:4][CH:3]=1.[S:10]1[CH:14]=[CH:13][CH:12]=[C:11]1B(O)O.C([O-])([O-])=O.[Na+].[Na+]. The catalyst is COCCOC.C1COCC1.C1C=CC([P]([Pd]([P](C2C=CC=CC=2)(C2C=CC=CC=2)C2C=CC=CC=2)([P](C2C=CC=CC=2)(C2C=CC=CC=2)C2C=CC=CC=2)[P](C2C=CC=CC=2)(C2C=CC=CC=2)C2C=CC=CC=2)(C2C=CC=CC=2)C2C=CC=CC=2)=CC=1. The product is [S:10]1[CH:14]=[CH:13][CH:12]=[C:11]1[C:2]1[CH:9]=[CH:8][C:5]([CH:6]=[O:7])=[CH:4][CH:3]=1. The yield is 0.780. (4) The reactants are [C:1]([N:5]1[CH:9]=[CH:8][CH:7]=[N:6]1)([CH3:4])([CH3:3])[CH3:2].C1C(=O)N([Br:17])C(=O)C1.S(=O)(O)[O-].[Na+]. The catalyst is ClCCl. The product is [Br:17][C:8]1[CH:7]=[N:6][N:5]([C:1]([CH3:4])([CH3:3])[CH3:2])[CH:9]=1. The yield is 0.934. (5) No catalyst specified. The yield is 0.410. The reactants are [Br:1][C:2]1[C:3](F)=[C:4]2[C:10]([NH:11][C:12](=[O:19])[C:13]3[CH:18]=[CH:17][CH:16]=[N:15][CH:14]=3)=[CH:9][NH:8][C:5]2=[N:6][CH:7]=1.[NH:21]1[CH2:26][CH2:25][CH2:24][CH:23]([NH:27][C:28](=[O:34])[O:29][C:30]([CH3:33])([CH3:32])[CH3:31])[CH2:22]1. The product is [Br:1][C:2]1[C:3]([N:21]2[CH2:26][CH2:25][CH2:24][C@H:23]([NH:27][C:28](=[O:34])[O:29][C:30]([CH3:32])([CH3:31])[CH3:33])[CH2:22]2)=[C:4]2[C:10]([NH:11][C:12](=[O:19])[C:13]3[CH:18]=[CH:17][CH:16]=[N:15][CH:14]=3)=[CH:9][NH:8][C:5]2=[N:6][CH:7]=1. (6) The reactants are C1(P(C2C=CC=CC=2)C2C=CC=CC=2)C=CC=CC=1.BrN1C(=O)CCC1=O.[Cl:28][C:29]1[CH:30]=[C:31]([CH:39]([CH2:43][CH:44]2[CH2:48][CH2:47][CH2:46][CH2:45]2)[C:40]([OH:42])=O)[CH:32]=[CH:33][C:34]=1[S:35]([CH3:38])(=[O:37])=[O:36].[NH2:49][C:50]1[CH:55]=[CH:54][CH:53]=[CH:52][N:51]=1.N1C=CC=CC=1. The catalyst is C(Cl)Cl.O. The product is [Cl:28][C:29]1[CH:30]=[C:31]([CH:39]([CH2:43][CH:44]2[CH2:48][CH2:47][CH2:46][CH2:45]2)[C:40]([NH:49][C:50]2[CH:55]=[CH:54][CH:53]=[CH:52][N:51]=2)=[O:42])[CH:32]=[CH:33][C:34]=1[S:35]([CH3:38])(=[O:36])=[O:37]. The yield is 0.850. (7) The reactants are [CH:1]([C:4]1[CH:9]=[CH:8][C:7]([CH:10]2[C:14]3[C:15]([CH3:34])=[C:16]([NH:21][C:22]([C:24]4[CH:33]=[CH:32][C:27]([C:28]([O:30]C)=[O:29])=[CH:26][CH:25]=4)=[O:23])[C:17]([CH3:20])=[C:18]([CH3:19])[C:13]=3[O:12][C:11]2([CH3:36])[CH3:35])=[CH:6][CH:5]=1)([CH3:3])[CH3:2].O1CCCC1.[OH-].[Na+]. The catalyst is CO. The product is [CH:1]([C:4]1[CH:5]=[CH:6][C:7]([CH:10]2[C:14]3[C:15]([CH3:34])=[C:16]([NH:21][C:22]([C:24]4[CH:25]=[CH:26][C:27]([C:28]([OH:30])=[O:29])=[CH:32][CH:33]=4)=[O:23])[C:17]([CH3:20])=[C:18]([CH3:19])[C:13]=3[O:12][C:11]2([CH3:36])[CH3:35])=[CH:8][CH:9]=1)([CH3:3])[CH3:2]. The yield is 0.600. (8) The reactants are [CH3:1][O:2][C:3]([NH:5][C@H:6]([C:11]([N:13]1[CH2:17][C@@H:16]([CH3:18])[CH2:15][C@H:14]1[C:19]1[NH:20][C:21]([C:24]2[CH:29]=[C:28]3[CH2:30][O:31][C:32]4[CH:59]=[C:58]5[C:35]([CH:36]=[CH:37][C:38]6[N:42]=[C:41]([C@@H:43]7[CH2:47][C@H:46]([CH2:48][O:49][CH3:50])[CH2:45][N:44]7C(OC(C)(C)C)=O)[NH:40][C:39]=65)=[CH:34][C:33]=4[C:27]3=[CH:26][CH:25]=2)=[CH:22][N:23]=1)=[O:12])[C@@H:7]([CH2:9][CH3:10])[CH3:8])=[O:4].[CH3:60][O:61][C:62]([NH:64][C@@H:65]([C@@H:69]([CH3:72])[CH2:70][CH3:71])[C:66](O)=[O:67])=[O:63].CN(C(ON1N=NC2C=CC=NC1=2)=[N+](C)C)C.F[P-](F)(F)(F)(F)F.CN1CCOCC1. The catalyst is Cl.CCO.CN(C=O)C. The product is [CH3:1][O:2][C:3]([NH:5][C@@H:6]([C@H:7]([CH3:8])[CH2:9][CH3:10])[C:11]([N:13]1[CH2:17][C@@H:16]([CH3:18])[CH2:15][C@H:14]1[C:19]1[NH:20][C:21]([C:24]2[CH:29]=[C:28]3[CH2:30][O:31][C:32]4[CH:59]=[C:58]5[C:35]([CH:36]=[CH:37][C:38]6[N:42]=[C:41]([C@@H:43]7[CH2:47][C@H:46]([CH2:48][O:49][CH3:50])[CH2:45][N:44]7[C:66](=[O:67])[CH:65]([NH:64][C:62](=[O:63])[O:61][CH3:60])[C@H:69]([CH3:72])[CH2:70][CH3:71])[NH:40][C:39]=65)=[CH:34][C:33]=4[C:27]3=[CH:26][CH:25]=2)=[CH:22][N:23]=1)=[O:12])=[O:4]. The yield is 0.860. (9) The reactants are Cl[C:2]1[N:7]2[N:8]=[CH:9][CH:10]=[C:6]2[N:5]=[C:4]([NH:11][C:12](=[O:23])[C:13]2[CH:18]=[CH:17][C:16]([C:19]([OH:22])([CH3:21])[CH3:20])=[CH:15][CH:14]=2)[CH:3]=1.[CH3:24][N:25]([CH3:31])[C@H:26]1[CH2:30][CH2:29][NH:28][CH2:27]1. The catalyst is CN1C(=O)CCC1.CS(C)=O.CO. The product is [CH3:24][N:25]([CH3:31])[C@H:26]1[CH2:30][CH2:29][N:28]([C:2]2[N:7]3[N:8]=[CH:9][CH:10]=[C:6]3[N:5]=[C:4]([NH:11][C:12](=[O:23])[C:13]3[CH:18]=[CH:17][C:16]([C:19]([OH:22])([CH3:21])[CH3:20])=[CH:15][CH:14]=3)[CH:3]=2)[CH2:27]1. The yield is 0.970.